This data is from Forward reaction prediction with 1.9M reactions from USPTO patents (1976-2016). The task is: Predict the product of the given reaction. (1) The product is: [CH3:31][N:22]1[CH:23]=[C:24]([C:25]2[CH:32]=[CH:27][N:28]=[CH:29][CH:30]=2)[C:20]([C:17]2[CH:18]=[CH:19][C:14]([C:12]#[C:13][C:2]3[CH:11]=[CH:10][C:9]4[C:4](=[CH:5][CH:6]=[CH:7][CH:8]=4)[N:3]=3)=[CH:15][CH:16]=2)=[N:21]1. Given the reactants Br[C:2]1[CH:11]=[CH:10][C:9]2[C:4](=[CH:5][CH:6]=[CH:7][CH:8]=2)[N:3]=1.[C:12]([C:14]1[CH:19]=[CH:18][C:17]([C:20]2[C:24]([C:25]3[CH:30]=[CH:29][N:28]=[CH:27]N=3)=[CH:23][N:22]([CH3:31])[N:21]=2)=[CH:16][CH:15]=1)#[CH:13].[CH3:32]CN(CC)CC.O1CCOCC1, predict the reaction product. (2) Given the reactants C([O-])([O-])=O.[Na+].[Na+].[CH3:7][O:8][C:9](=[O:22])[CH2:10][O:11][C:12]1[CH:17]=[CH:16][C:15]([N+:18]([O-:20])=[O:19])=[CH:14][C:13]=1Br.[C:23]1(B(O)O)[CH:28]=[CH:27][CH:26]=[CH:25][CH:24]=1.Cl.[Na+].[Cl-], predict the reaction product. The product is: [CH3:7][O:8][C:9](=[O:22])[CH2:10][O:11][C:12]1[CH:17]=[CH:16][C:15]([N+:18]([O-:20])=[O:19])=[CH:14][C:13]=1[C:23]1[CH:28]=[CH:27][CH:26]=[CH:25][CH:24]=1. (3) Given the reactants C(OC(=O)[NH:7][C@@H:8]1[CH2:13][CH2:12][CH2:11][N:10]([C:14]([C:16]2[C:17]([C:22]3[CH:27]=[CH:26][C:25]([CH3:28])=[C:24]([CH3:29])[CH:23]=3)=[CH:18][CH:19]=[CH:20][CH:21]=2)=[O:15])[CH2:9]1)(C)(C)C.[ClH:31], predict the reaction product. The product is: [ClH:31].[ClH:31].[NH2:7][C@@H:8]1[CH2:13][CH2:12][CH2:11][N:10]([C:14]([C:16]2[CH:21]=[CH:20][CH:19]=[CH:18][C:17]=2[C:22]2[CH:27]=[CH:26][C:25]([CH3:28])=[C:24]([CH3:29])[CH:23]=2)=[O:15])[CH2:9]1. (4) Given the reactants N#N.[Cl:3][CH2:4][C:5]1[NH:6][C:7]2[CH:13]=[CH:12][CH:11]=[CH:10][C:8]=2[N:9]=1.[H-].[Na+], predict the reaction product. The product is: [N:6]1[C:7]2[CH:13]=[CH:12][CH:11]=[CH:10][C:8]=2[NH:9][C:5]=1[CH2:4][N:9]1[C:8]2[CH:10]=[CH:11][CH:12]=[CH:13][C:7]=2[N:6]=[C:5]1[CH2:4][Cl:3]. (5) Given the reactants [H-].[Na+].[C:3]([O:12][CH2:13][CH:14]=[CH2:15])(=[O:11])[CH2:4][C:5]([O:7][CH2:8][CH:9]=[CH2:10])=[O:6].Br[CH2:17][CH2:18][CH2:19][CH2:20][C:21]([O:23][CH3:24])=[O:22], predict the reaction product. The product is: [CH:4]([C:5]([O:7][CH2:8][CH:9]=[CH2:10])=[O:6])([C:3]([O:12][CH2:13][CH:14]=[CH2:15])=[O:11])[CH2:17][CH2:18][CH2:19][CH2:20][C:21]([O:23][CH3:24])=[O:22]. (6) The product is: [CH3:1][O:2][C:3]1[N:8]=[CH:7][C:6]([N:9]([CH2:21][C:22]([OH:24])=[O:23])[S:10]([C:13]2[C:18]([CH3:19])=[CH:17][CH:16]=[CH:15][N:14]=2)(=[O:12])=[O:11])=[CH:5][CH:4]=1. Given the reactants [CH3:1][O:2][C:3]1[N:8]=[CH:7][C:6]([NH:9][S:10]([C:13]2[C:18]([CH3:19])=[CH:17][CH:16]=[CH:15][N:14]=2)(=[O:12])=[O:11])=[CH:5][CH:4]=1.Br[CH2:21][C:22]([O:24]C)=[O:23], predict the reaction product.